Dataset: Full USPTO retrosynthesis dataset with 1.9M reactions from patents (1976-2016). Task: Predict the reactants needed to synthesize the given product. (1) Given the product [CH:1]1([CH2:4][C:5]2[N:10]3[CH:11]=[N:12][C:13]([N:17]4[CH2:18][CH2:19][CH:20]([C:23]5[CH:28]=[CH:27][C:26]([F:29])=[CH:25][CH:24]=5)[CH2:21][CH2:22]4)=[C:14]([O:15][CH3:16])[C:9]3=[N:8][N:7]=2)[CH2:3][CH2:2]1, predict the reactants needed to synthesize it. The reactants are: [CH:1]1([CH2:4][C:5]([NH:7][NH:8][C:9]2[C:14]([O:15][CH3:16])=[C:13]([N:17]3[CH2:22][CH2:21][CH:20]([C:23]4[CH:28]=[CH:27][C:26]([F:29])=[CH:25][CH:24]=4)[CH2:19][CH2:18]3)[N:12]=[CH:11][N:10]=2)=O)[CH2:3][CH2:2]1.P(Cl)(Cl)(Cl)=O. (2) Given the product [Cl:1][C:2]1[CH:11]=[CH:10][C:9]2[C:8](=[O:12])[N:7]([CH2:25][C:24]3[CH:27]=[CH:28][C:21]([O:20][CH3:19])=[CH:22][CH:23]=3)[CH2:6][CH2:5][C:4]=2[N:3]=1, predict the reactants needed to synthesize it. The reactants are: [Cl:1][C:2]1[CH:11]=[CH:10][C:9]2[C:8](=[O:12])[NH:7][CH2:6][CH2:5][C:4]=2[N:3]=1.CC([O-])(C)C.[K+].[CH3:19][O:20][C:21]1[CH:28]=[CH:27][C:24]([CH2:25]Cl)=[CH:23][CH:22]=1. (3) Given the product [F:15][C:16]1[CH:21]=[CH:20][CH:19]=[CH:18][C:17]=1[C:2]1[CH:10]=[CH:9][C:5]([C:6]([OH:8])=[O:7])=[CH:4][C:3]=1[C:11]([F:14])([F:13])[F:12], predict the reactants needed to synthesize it. The reactants are: Br[C:2]1[CH:10]=[CH:9][C:5]([C:6]([OH:8])=[O:7])=[CH:4][C:3]=1[C:11]([F:14])([F:13])[F:12].[F:15][C:16]1[CH:21]=[CH:20][CH:19]=[CH:18][C:17]=1B(O)O.[F-].[Cs+].C1(P(C2CCCCC2)C2C=CC=CC=2C2C(OC)=CC=CC=2OC)CCCCC1. (4) Given the product [CH2:1]([N:8]1[CH2:13][CH2:12][CH2:11][CH:10]([C:14]([N:19]([O:20][CH3:21])[CH3:18])=[O:16])[CH2:9]1)[C:2]1[CH:7]=[CH:6][CH:5]=[CH:4][CH:3]=1, predict the reactants needed to synthesize it. The reactants are: [CH2:1]([N:8]1[CH2:13][CH2:12][CH2:11][CH:10]([C:14]([OH:16])=O)[CH2:9]1)[C:2]1[CH:7]=[CH:6][CH:5]=[CH:4][CH:3]=1.Cl.[CH3:18][NH:19][O:20][CH3:21].C(N(CC)CC)C.ON1C2C=CC=CC=2N=N1.Cl.CN(C)CCCN=C=NCC. (5) Given the product [CH3:14][N:15]([CH3:20])[CH2:16][CH2:17][CH2:18][NH:19][S:10]([C:6]1[CH:7]=[CH:8][CH:9]=[C:4]([N+:1]([O-:3])=[O:2])[CH:5]=1)(=[O:12])=[O:11], predict the reactants needed to synthesize it. The reactants are: [N+:1]([C:4]1[CH:5]=[C:6]([S:10](Cl)(=[O:12])=[O:11])[CH:7]=[CH:8][CH:9]=1)([O-:3])=[O:2].[CH3:14][N:15]([CH3:20])[CH2:16][CH2:17][CH2:18][NH2:19].C(N(CC)CC)C.O.